This data is from Full USPTO retrosynthesis dataset with 1.9M reactions from patents (1976-2016). The task is: Predict the reactants needed to synthesize the given product. (1) Given the product [OH:37][NH:34][C:6](=[O:27])[C@H:7]([NH:13][S:14]([CH2:17][C:18]1[CH:26]=[CH:25][C:21]2[S:22][CH:23]=[CH:24][C:20]=2[CH:19]=1)(=[O:15])=[O:16])[CH2:8][CH2:9][C:10]([N:42]1[CH2:47][CH2:46][O:45][CH2:44][CH2:43]1)=[O:12], predict the reactants needed to synthesize it. The reactants are: C(O[C:6](=[O:27])[C@H:7]([NH:13][S:14]([CH2:17][C:18]1[CH:26]=[CH:25][C:21]2[S:22][CH:23]=[CH:24][C:20]=2[CH:19]=1)(=[O:16])=[O:15])[CH2:8][CH2:9][C:10]([OH:12])=O)(C)(C)C.C1C=NC2[N:34]([OH:37])N=NC=2C=1.C(Cl)CCl.[NH:42]1[CH2:47][CH2:46][O:45][CH2:44][CH2:43]1. (2) Given the product [Cl:18][C:15]1[CH:16]=[CH:17][C:12]([N:8]2[C:7]3[CH:19]=[CH:20][CH:21]=[CH:22][C:6]=3[N:5]([CH2:4][CH2:3][CH2:2][NH:26][CH:23]3[CH2:25][CH2:24]3)[S:9]2(=[O:11])=[O:10])=[CH:13][CH:14]=1, predict the reactants needed to synthesize it. The reactants are: Br[CH2:2][CH2:3][CH2:4][N:5]1[S:9](=[O:11])(=[O:10])[N:8]([C:12]2[CH:17]=[CH:16][C:15]([Cl:18])=[CH:14][CH:13]=2)[C:7]2[CH:19]=[CH:20][CH:21]=[CH:22][C:6]1=2.[CH:23]1([NH2:26])[CH2:25][CH2:24]1. (3) Given the product [CH3:1][O:2][C:3]([C:5]1[C:6]2[C:7]([CH3:23])=[N:8][N:9]([C:14]3[CH:19]=[CH:18][C:17]([C:20]#[N:21])=[C:16]([NH:24][CH2:25][C:26]([OH:28])([CH3:29])[CH3:27])[CH:15]=3)[C:10]=2[CH:11]=[CH:12][CH:13]=1)=[O:4], predict the reactants needed to synthesize it. The reactants are: [CH3:1][O:2][C:3]([C:5]1[C:6]2[C:7]([CH3:23])=[N:8][N:9]([C:14]3[CH:19]=[CH:18][C:17]([C:20]#[N:21])=[C:16](Br)[CH:15]=3)[C:10]=2[CH:11]=[CH:12][CH:13]=1)=[O:4].[NH2:24][CH2:25][C:26]([CH3:29])([OH:28])[CH3:27].C(=O)([O-])[O-].[Cs+].[Cs+].C1(P(C2C=CC=CC=2)C2C3OC4C(=CC=CC=4P(C4C=CC=CC=4)C4C=CC=CC=4)C(C)(C)C=3C=CC=2)C=CC=CC=1. (4) Given the product [Cl:38][C:3]1[CH:16]=[CH:17][CH:18]=[CH:19][C:4]=1[S:5]([N:8]1[CH:12]=[CH:11][C:10]([NH:13][C:20](=[O:28])[C:21]2[CH:26]=[CH:25][CH:24]=[CH:23][CH:22]=2)=[CH:9]1)(=[O:6])=[O:7], predict the reactants needed to synthesize it. The reactants are: ClC1[CH:19]=[CH:18][CH:17]=[CH:16][C:3]=1[CH2:4][S:5]([N:8]1[CH:12]=[CH:11][C:10]([N+:13]([O-])=O)=[CH:9]1)(=[O:7])=[O:6].[C:20]([O:28]C(=O)C1C=CC=CC=1)(=O)[C:21]1[CH:26]=[CH:25][CH:24]=[CH:23][CH:22]=1.[Sn].[Cl:38]C(Cl)C. (5) Given the product [Br:1][C:2]1[CH:9]=[CH:8][C:5]([C:6]2[N:17]=[C:28]([C:24]3[O:23][CH:27]=[CH:26][CH:25]=3)[O:29][N:7]=2)=[C:4]([CH3:10])[CH:3]=1, predict the reactants needed to synthesize it. The reactants are: [Br:1][C:2]1[CH:9]=[CH:8][C:5]([C:6]#[N:7])=[C:4]([CH3:10])[CH:3]=1.[Cl-].O[NH3+].C([N:17](C(C)C)CC)(C)C.[O:23]1[CH:27]=[CH:26][CH:25]=[C:24]1[C:28](Cl)=[O:29].C(N=C=NC(C)C)(C)C.